Dataset: Full USPTO retrosynthesis dataset with 1.9M reactions from patents (1976-2016). Task: Predict the reactants needed to synthesize the given product. (1) Given the product [Cl:8][C:9]1[N:14]=[C:13]([NH:21][C@H:22]([CH3:26])[C@H:23]([OH:25])[CH3:24])[C:12]([C:16]([F:19])([F:18])[F:17])=[CH:11][N:10]=1, predict the reactants needed to synthesize it. The reactants are: C(N(CC)CC)C.[Cl:8][C:9]1[N:14]=[C:13](Cl)[C:12]([C:16]([F:19])([F:18])[F:17])=[CH:11][N:10]=1.Cl.[NH2:21][C@H:22]([CH3:26])[C@H:23]([OH:25])[CH3:24].[Na+].[Cl-]. (2) Given the product [Cl:22][C:23]1[CH:24]=[CH:25][C:26]([CH2:27][CH2:28][N:29]2[CH2:34][CH2:33][N:32]([C:2]3[CH:7]=[CH:6][C:5]4[C:8]5[CH2:9][N:10]([C:15]([O:17][C:18]([CH3:21])([CH3:20])[CH3:19])=[O:16])[CH2:11][CH2:12][C:13]=5[O:14][C:4]=4[CH:3]=3)[C:31](=[O:35])[CH2:30]2)=[CH:36][CH:37]=1, predict the reactants needed to synthesize it. The reactants are: Br[C:2]1[CH:7]=[CH:6][C:5]2[C:8]3[CH2:9][N:10]([C:15]([O:17][C:18]([CH3:21])([CH3:20])[CH3:19])=[O:16])[CH2:11][CH2:12][C:13]=3[O:14][C:4]=2[CH:3]=1.[Cl:22][C:23]1[CH:37]=[CH:36][C:26]([CH2:27][CH2:28][N:29]2[CH2:34][CH2:33][NH:32][C:31](=[O:35])[CH2:30]2)=[CH:25][CH:24]=1.